Dataset: Full USPTO retrosynthesis dataset with 1.9M reactions from patents (1976-2016). Task: Predict the reactants needed to synthesize the given product. (1) Given the product [CH2:3]([O:40][CH2:39][CH2:38][O:37][CH2:36][CH2:35][O:34][CH2:33][CH2:32][O:31][CH2:30][CH2:29][O:28][CH2:27][CH2:26][O:25][CH2:24][CH2:23][O:22][CH2:21][CH2:20][O:19][CH2:18][CH2:17][O:16][CH2:15][CH2:14][O:13][CH2:12][CH2:11][OH:41])[C:4]1[CH:9]=[CH:8][CH:7]=[CH:6][CH:5]=1, predict the reactants needed to synthesize it. The reactants are: [H-].[Na+].[CH2:3](Br)[C:4]1[CH:9]=[CH:8][CH:7]=[CH:6][CH:5]=1.[CH2:11]([OH:41])[CH2:12][O:13][CH2:14][CH2:15][O:16][CH2:17][CH2:18][O:19][CH2:20][CH2:21][O:22][CH2:23][CH2:24][O:25][CH2:26][CH2:27][O:28][CH2:29][CH2:30][O:31][CH2:32][CH2:33][O:34][CH2:35][CH2:36][O:37][CH2:38][CH2:39][OH:40].[Cl-].[NH4+]. (2) The reactants are: [Na].Cl[C:3]1[C:8]([O:9][CH3:10])=[CH:7][C:6]([N+:11]([O-:13])=[O:12])=[CH:5][N:4]=1.[CH3:14][OH:15]. Given the product [CH3:14][O:15][C:3]1[C:8]([O:9][CH3:10])=[CH:7][C:6]([N+:11]([O-:13])=[O:12])=[CH:5][N:4]=1, predict the reactants needed to synthesize it. (3) Given the product [CH2:1]([O:3][C:4](=[O:11])[C:5]([OH:10])([CH3:9])[C:6]([NH:20][CH2:19][C:18]([F:22])([F:21])[F:17])=[O:8])[CH3:2], predict the reactants needed to synthesize it. The reactants are: [CH2:1]([O:3][C:4](=[O:11])[C:5]([OH:10])([CH3:9])[C:6]([OH:8])=O)[CH3:2].O1CCCC1.[F:17][C:18]([F:22])([F:21])[CH2:19][NH2:20].Cl.CN(C)CCCN=C=NCC.C(N(CC)C(C)C)(C)C. (4) Given the product [O:45]=[S:42]1(=[O:46])[CH2:43][CH2:44][CH:39]([NH:38][S:35]([C:33]2[S:34][C:30]([C:9]3[CH:8]=[CH:7][N:6]=[C:5]4[N:19]([S:20]([C:23]5[CH:28]=[CH:27][CH:26]=[CH:25][CH:24]=5)(=[O:21])=[O:22])[C:2]([CH3:1])=[CH:3][C:4]=34)=[CH:31][CH:32]=2)(=[O:37])=[O:36])[CH2:40][CH2:41]1, predict the reactants needed to synthesize it. The reactants are: [CH3:1][C:2]1[N:19]([S:20]([C:23]2[CH:28]=[CH:27][CH:26]=[CH:25][CH:24]=2)(=[O:22])=[O:21])[C:5]2=[N:6][CH:7]=[CH:8][C:9](B3OC(C)(C)C(C)(C)O3)=[C:4]2[CH:3]=1.Br[C:30]1[S:34][C:33]([S:35]([NH:38][CH:39]2[CH2:44][CH2:43][S:42](=[O:46])(=[O:45])[CH2:41][CH2:40]2)(=[O:37])=[O:36])=[CH:32][CH:31]=1.C(=O)([O-])[O-].[Na+].[Na+]. (5) The reactants are: [CH3:1][C:2]1[CH:3]=[CH:4][C:5]([OH:24])=[C:6]([C@@H:8]([C:18]2[CH:19]=[CH:20][CH:21]=[CH:22][CH:23]=2)[CH2:9][CH2:10][N:11]([CH:15]([CH3:17])[CH3:16])[CH:12]([CH3:14])[CH3:13])[CH:7]=1.[C:25]([OH:34])(=[O:33])[CH:26]([CH:28]([C:30]([OH:32])=[O:31])[OH:29])[OH:27]. Given the product [CH3:1][C:2]1[CH:3]=[CH:4][C:5]([OH:24])=[C:6]([C@@H:8]([C:18]2[CH:19]=[CH:20][CH:21]=[CH:22][CH:23]=2)[CH2:9][CH2:10][N:11]([CH:12]([CH3:14])[CH3:13])[CH:15]([CH3:16])[CH3:17])[CH:7]=1.[CH:26]([OH:27])([C:25]([OH:34])=[O:33])[CH:28]([OH:29])[C:30]([OH:32])=[O:31], predict the reactants needed to synthesize it. (6) The reactants are: [NH2:1][C:2]1[O:3][CH:4]=[CH:5][N:6]=1.[Li]CCCC.CS(O[CH2:17][C@@H:18]1[O:22][C:21](=[O:23])[N:20]([C:24]2[CH:29]=[CH:28][C:27]([C:30]3[CH2:31][CH2:32][O:33][CH2:34][CH:35]=3)=[C:26]([F:36])[CH:25]=2)[CH2:19]1)(=O)=O. Given the product [O:3]1[CH:4]=[CH:5][N:6]=[C:2]1[NH:1][CH2:17][C@@H:18]1[O:22][C:21](=[O:23])[N:20]([C:24]2[CH:29]=[CH:28][C:27]([C:30]3[CH2:31][CH2:32][O:33][CH2:34][CH:35]=3)=[C:26]([F:36])[CH:25]=2)[CH2:19]1, predict the reactants needed to synthesize it. (7) Given the product [ClH:40].[F:32][C:26]1[CH:27]=[C:28]([F:31])[CH:29]=[CH:30][C:25]=1[CH:24]1[N:20]([C:16]2[CH:17]=[CH:18][CH:19]=[C:14]([C:11]3[CH2:12][CH2:13][NH:8][CH2:9][CH:10]=3)[CH:15]=2)[N:21]=[C:22]([C:33]([F:38])([F:39])[C:34]([F:37])([F:36])[F:35])[CH2:23]1, predict the reactants needed to synthesize it. The reactants are: C([N:8]1[CH2:13][CH:12]=[C:11]([C:14]2[CH:15]=[C:16]([N:20]3[CH:24]([C:25]4[CH:30]=[CH:29][C:28]([F:31])=[CH:27][C:26]=4[F:32])[CH2:23][C:22]([C:33]([F:39])([F:38])[C:34]([F:37])([F:36])[F:35])=[N:21]3)[CH:17]=[CH:18][CH:19]=2)[CH2:10][CH2:9]1)(OC(C)(C)C)=O.[ClH:40].